Task: Regression. Given two drug SMILES strings and cell line genomic features, predict the synergy score measuring deviation from expected non-interaction effect.. Dataset: NCI-60 drug combinations with 297,098 pairs across 59 cell lines (1) Drug 1: C1=C(C(=O)NC(=O)N1)F. Drug 2: CC1=C2C(C(=O)C3(C(CC4C(C3C(C(C2(C)C)(CC1OC(=O)C(C(C5=CC=CC=C5)NC(=O)OC(C)(C)C)O)O)OC(=O)C6=CC=CC=C6)(CO4)OC(=O)C)O)C)O. Cell line: UO-31. Synergy scores: CSS=24.8, Synergy_ZIP=-6.83, Synergy_Bliss=-7.46, Synergy_Loewe=-4.78, Synergy_HSA=-4.48. (2) Drug 1: COC1=CC(=CC(=C1O)OC)C2C3C(COC3=O)C(C4=CC5=C(C=C24)OCO5)OC6C(C(C7C(O6)COC(O7)C8=CC=CS8)O)O. Drug 2: COC1=NC(=NC2=C1N=CN2C3C(C(C(O3)CO)O)O)N. Cell line: U251. Synergy scores: CSS=40.5, Synergy_ZIP=7.24, Synergy_Bliss=7.78, Synergy_Loewe=-29.5, Synergy_HSA=5.41. (3) Drug 1: CS(=O)(=O)C1=CC(=C(C=C1)C(=O)NC2=CC(=C(C=C2)Cl)C3=CC=CC=N3)Cl. Drug 2: CCC1=CC2CC(C3=C(CN(C2)C1)C4=CC=CC=C4N3)(C5=C(C=C6C(=C5)C78CCN9C7C(C=CC9)(C(C(C8N6C)(C(=O)OC)O)OC(=O)C)CC)OC)C(=O)OC.C(C(C(=O)O)O)(C(=O)O)O. Cell line: SNB-75. Synergy scores: CSS=37.1, Synergy_ZIP=9.32, Synergy_Bliss=6.84, Synergy_Loewe=-18.5, Synergy_HSA=5.11. (4) Drug 1: C(=O)(N)NO. Drug 2: CCCCC(=O)OCC(=O)C1(CC(C2=C(C1)C(=C3C(=C2O)C(=O)C4=C(C3=O)C=CC=C4OC)O)OC5CC(C(C(O5)C)O)NC(=O)C(F)(F)F)O. Cell line: SK-MEL-28. Synergy scores: CSS=36.4, Synergy_ZIP=2.82, Synergy_Bliss=3.50, Synergy_Loewe=-15.4, Synergy_HSA=-1.04. (5) Drug 1: C1=CC=C(C=C1)NC(=O)CCCCCCC(=O)NO. Drug 2: CC1C(C(CC(O1)OC2CC(CC3=C2C(=C4C(=C3O)C(=O)C5=CC=CC=C5C4=O)O)(C(=O)C)O)N)O. Cell line: DU-145. Synergy scores: CSS=58.7, Synergy_ZIP=-5.76, Synergy_Bliss=-3.40, Synergy_Loewe=-2.49, Synergy_HSA=-0.600. (6) Drug 1: CCCCCOC(=O)NC1=NC(=O)N(C=C1F)C2C(C(C(O2)C)O)O. Drug 2: C1CNP(=O)(OC1)N(CCCl)CCCl. Cell line: MALME-3M. Synergy scores: CSS=-1.43, Synergy_ZIP=2.37, Synergy_Bliss=1.57, Synergy_Loewe=-3.25, Synergy_HSA=-3.01. (7) Drug 1: CC1=CC=C(C=C1)C2=CC(=NN2C3=CC=C(C=C3)S(=O)(=O)N)C(F)(F)F. Drug 2: CC1=C(C=C(C=C1)C(=O)NC2=CC(=CC(=C2)C(F)(F)F)N3C=C(N=C3)C)NC4=NC=CC(=N4)C5=CN=CC=C5. Cell line: HOP-62. Synergy scores: CSS=24.2, Synergy_ZIP=3.96, Synergy_Bliss=8.26, Synergy_Loewe=8.84, Synergy_HSA=9.39. (8) Drug 1: CCCCCOC(=O)NC1=NC(=O)N(C=C1F)C2C(C(C(O2)C)O)O. Drug 2: C1=NC(=NC(=O)N1C2C(C(C(O2)CO)O)O)N. Cell line: NCIH23. Synergy scores: CSS=-4.36, Synergy_ZIP=-2.65, Synergy_Bliss=-7.41, Synergy_Loewe=-11.0, Synergy_HSA=-8.45.